Dataset: Full USPTO retrosynthesis dataset with 1.9M reactions from patents (1976-2016). Task: Predict the reactants needed to synthesize the given product. (1) Given the product [N+:21]([C:18]1[CH:19]=[CH:20][C:15]2[S:10][C:25]([C:26]3[CH:31]=[CH:30][C:29]([CH3:32])=[CH:28][CH:27]=3)=[N:24][C:16]=2[CH:17]=1)([O-:23])=[O:22], predict the reactants needed to synthesize it. The reactants are: O.O.O.O.O.O.O.O.O.[S-2:10].[Na+].[Na+].[S].Cl[C:15]1[CH:20]=[CH:19][C:18]([N+:21]([O-:23])=[O:22])=[CH:17][C:16]=1[NH:24][C:25](=O)[C:26]1[CH:31]=[CH:30][C:29]([CH3:32])=[CH:28][CH:27]=1.Cl. (2) Given the product [Br:1][C:2]1[CH:10]=[C:9]2[C:5]([CH2:6][C:7]3([CH2:27][CH2:26][CH:25]([O:28][CH3:29])[CH2:24][CH2:23]3)[C:8]2([NH:16][S:17]([C:19]([CH3:21])([CH3:22])[CH3:20])=[O:18])[C:11]([O:13][CH2:14][CH3:15])=[O:31])=[CH:4][CH:3]=1, predict the reactants needed to synthesize it. The reactants are: [Br:1][C:2]1[CH:10]=[C:9]2[C:5]([CH2:6][C:7]3([CH2:27][CH2:26][CH:25]([O:28][CH3:29])[CH2:24][CH2:23]3)[C:8]2([NH:16][S:17]([C:19]([CH3:22])([CH3:21])[CH3:20])=[O:18])[C:11]([O:13][CH2:14][CH3:15])=C)=[CH:4][CH:3]=1.C([O-])([O-])=[O:31].[Cs+].[Cs+].